This data is from Forward reaction prediction with 1.9M reactions from USPTO patents (1976-2016). The task is: Predict the product of the given reaction. (1) The product is: [F:11][C:10]1[C:9]([C:12]2[CH:17]=[CH:16][CH:15]=[CH:14][CH:13]=2)=[C:8]([CH3:18])[C:7]([C:19]#[N:20])=[C:5]2[C:4]=1[O:3][C:2]([N:34]1[CH2:35][CH:32]([CH2:31][OH:30])[CH2:33]1)=[N:6]2. Given the reactants Cl[C:2]1[O:3][C:4]2[C:5](=[C:7]([C:19]#[N:20])[C:8]([CH3:18])=[C:9]([C:12]3[CH:17]=[CH:16][CH:15]=[CH:14][CH:13]=3)[C:10]=2[F:11])[N:6]=1.C(N(C(C)C)CC)(C)C.[OH:30][CH2:31][CH:32]1[CH2:35][NH:34][CH2:33]1, predict the reaction product. (2) Given the reactants [F:1][C:2]([F:23])([F:22])[C:3]1[CH:4]=[C:5]([C:9]2[N:10]=[C:11]([CH2:14][N:15]3[CH:19]=[C:18]([C:20]#[N:21])[CH:17]=[N:16]3)[S:12][CH:13]=2)[CH:6]=[CH:7][CH:8]=1.[Cl-].O[NH3+].[C:27](=[O:30])([O-])[OH:28].[Na+].C(N1C=CN=C1)([N:34]1C=CN=C1)=O.N12CCCN=C1CCCCC2, predict the reaction product. The product is: [F:23][C:2]([F:1])([F:22])[C:3]1[CH:4]=[C:5]([C:9]2[N:10]=[C:11]([CH2:14][N:15]3[CH:19]=[C:18]([C:20]4[NH:34][C:27](=[O:30])[O:28][N:21]=4)[CH:17]=[N:16]3)[S:12][CH:13]=2)[CH:6]=[CH:7][CH:8]=1. (3) Given the reactants [Br:1][C:2]1[CH:3]=[CH:4][C:5](/[CH:21]=C/C)=[C:6]2[C:10]=1[N:9]([CH3:11])[N:8]=[C:7]2[N:12]([S:17]([CH3:20])(=[O:19])=[O:18])[S:13]([CH3:16])(=[O:15])=[O:14].S([O-])([O-])(=[O:26])=S.[Na+].[Na+], predict the reaction product. The product is: [Br:1][C:2]1[CH:3]=[CH:4][C:5]([CH:21]=[O:26])=[C:6]2[C:10]=1[N:9]([CH3:11])[N:8]=[C:7]2[N:12]([S:17]([CH3:20])(=[O:19])=[O:18])[S:13]([CH3:16])(=[O:15])=[O:14]. (4) The product is: [C:28]([OH:27])(=[O:29])[C:30]1[CH:5]=[CH:4][CH:3]=[CH:2][CH:1]=1. Given the reactants [C:1](OC)(=O)[CH:2]=[CH:3][C:4]1C=CC=C[CH:5]=1.OOS([O-])=O.[K+].[O-]S([O-])=O.[Na+].[Na+].CC[O:27][C:28]([CH3:30])=[O:29], predict the reaction product. (5) Given the reactants [C:1](Cl)(=[O:3])[CH3:2].[OH:5][C@H:6]([C@H:20]1[O:25][CH2:24][CH2:23][N:22]([C:26]2[CH:31]=[CH:30][C:29]([CH3:32])=[CH:28][CH:27]=2)[C:21]1=[O:33])[C:7]1[NH:8][C:9]2[C:14]([C:15](=[O:17])[N:16]=1)=[CH:13][C:12]([C:18]#[N:19])=[CH:11][CH:10]=2, predict the reaction product. The product is: [OH:5][C@H:6]([C@H:20]1[O:25][CH2:24][CH2:23][N:22]([C:26]2[CH:27]=[CH:28][C:29]([CH3:32])=[CH:30][CH:31]=2)[C:21]1=[O:33])[C:7]1[NH:8][C:9]2[C:14]([C:15](=[O:17])[N:16]=1)=[CH:13][C:12]([C:18](=[NH:19])[O:3][CH2:1][CH3:2])=[CH:11][CH:10]=2.